This data is from Full USPTO retrosynthesis dataset with 1.9M reactions from patents (1976-2016). The task is: Predict the reactants needed to synthesize the given product. (1) Given the product [CH3:1][O:2][C:3](=[O:25])[CH2:4][CH2:5][C:6]1[C:14]2[C:9](=[CH:10][CH:11]=[C:12]([C:28]3[CH:29]=[CH:30][S:26][CH:27]=3)[CH:13]=2)[N:8]([S:16]([C:19]2[CH:24]=[CH:23][CH:22]=[CH:21][CH:20]=2)(=[O:18])=[O:17])[CH:7]=1, predict the reactants needed to synthesize it. The reactants are: [CH3:1][O:2][C:3](=[O:25])[CH2:4][CH2:5][C:6]1[C:14]2[C:9](=[CH:10][CH:11]=[C:12](Br)[CH:13]=2)[N:8]([S:16]([C:19]2[CH:24]=[CH:23][CH:22]=[CH:21][CH:20]=2)(=[O:18])=[O:17])[CH:7]=1.[S:26]1[CH:30]=[CH:29][C:28](B(O)O)=[CH:27]1.C1(P(C2C=CC=CC=2)C2C=CC=CC=2)C=CC=CC=1.C([O-])([O-])=O.[K+].[K+]. (2) Given the product [CH:37]1([CH2:40][N:41]([CH2:42][CH:43]2[CH2:45][CH2:44]2)[C:25]([C:16]2[N:17]([CH3:24])[C:18]3[C:23]([C:15]=2[CH2:14][N:7]([CH2:6][C:5]2[CH:4]=[C:3]([C:2]([F:1])([F:36])[F:35])[CH:30]=[C:29]([C:31]([F:34])([F:33])[F:32])[CH:28]=2)[C:8]2[N:9]=[N:10][N:11]([CH3:13])[N:12]=2)=[CH:22][CH:21]=[CH:20][CH:19]=3)=[O:27])[CH2:39][CH2:38]1, predict the reactants needed to synthesize it. The reactants are: [F:1][C:2]([F:36])([F:35])[C:3]1[CH:4]=[C:5]([CH:28]=[C:29]([C:31]([F:34])([F:33])[F:32])[CH:30]=1)[CH2:6][N:7]([CH2:14][C:15]1[C:23]2[C:18](=[CH:19][CH:20]=[CH:21][CH:22]=2)[N:17]([CH3:24])[C:16]=1[C:25]([OH:27])=O)[C:8]1[N:9]=[N:10][N:11]([CH3:13])[N:12]=1.[CH:37]1([CH2:40][NH:41][CH2:42][CH:43]2[CH2:45][CH2:44]2)[CH2:39][CH2:38]1.FC(F)(F)C1C=C(C=C(C(F)(F)F)C=1)CN(CC1C2C(=CC=CC=2)NC=1C(O)=O)C1N=NN(C)N=1.C(NCC)C. (3) Given the product [O:1]1[C:5]2[CH:6]=[CH:7][CH:2]=[CH:3][C:4]=2[N:9]=[C:8]1[C:15]([OH:17])=[O:16], predict the reactants needed to synthesize it. The reactants are: [O:1]1[C:5]2[CH:6]=[CH:7][CH:8]=[N:9][C:4]=2[CH:3]=[CH:2]1.C([Li])CCC.[C:15](=[O:17])=[O:16].